Dataset: Full USPTO retrosynthesis dataset with 1.9M reactions from patents (1976-2016). Task: Predict the reactants needed to synthesize the given product. (1) Given the product [Cl:1][C:2]1[N:3]=[C:4]([NH:18][CH2:13][CH2:14][CH2:15][CH2:16][CH3:17])[C:5]2[S:10][CH:9]=[C:8]([CH3:11])[C:6]=2[N:7]=1, predict the reactants needed to synthesize it. The reactants are: [Cl:1][C:2]1[N:3]=[C:4](Cl)[C:5]2[S:10][CH:9]=[C:8]([CH3:11])[C:6]=2[N:7]=1.[CH2:13]([NH2:18])[CH2:14][CH2:15][CH2:16][CH3:17]. (2) Given the product [CH3:36][C:35]([CH3:37])([CH3:38])[C:34]#[C:33][C:7]1[S:6][C:5]([C:3]([OH:4])=[O:2])=[C:9]([N:10]([C:24]([CH:26]2[CH2:27][CH2:28][CH:29]([CH3:32])[CH2:30][CH2:31]2)=[O:25])[CH:11]2[CH2:12][CH2:13][CH:14]([S:17][C:18]3[N:22]([CH3:23])[CH:21]=[N:20][N:19]=3)[CH2:15][CH2:16]2)[CH:8]=1, predict the reactants needed to synthesize it. The reactants are: C[O:2][C:3]([C:5]1[S:6][C:7]([C:33]#[C:34][C:35]([CH3:38])([CH3:37])[CH3:36])=[CH:8][C:9]=1[N:10]([C:24]([CH:26]1[CH2:31][CH2:30][CH:29]([CH3:32])[CH2:28][CH2:27]1)=[O:25])[CH:11]1[CH2:16][CH2:15][CH:14]([S:17][C:18]2[N:22]([CH3:23])[CH:21]=[N:20][N:19]=2)[CH2:13][CH2:12]1)=[O:4].[Li+].[OH-].Cl. (3) Given the product [N+:3]([C:6]1[CH:11]=[CH:10][C:9]([CH2:12][CH2:13][NH:15][CH2:16][CH2:17][N:18]2[CH2:19][CH2:20][N:21]([C:24]3[CH:25]=[CH:26][CH:27]=[CH:28][CH:29]=3)[CH2:22][CH2:23]2)=[CH:8][CH:7]=1)([O-:5])=[O:4], predict the reactants needed to synthesize it. The reactants are: [BH4-].[Na+].[N+:3]([C:6]1[CH:11]=[CH:10][C:9]([CH2:12][C:13]([NH:15][CH2:16][CH2:17][N:18]2[CH2:23][CH2:22][N:21]([C:24]3[CH:29]=[CH:28][CH:27]=[CH:26][CH:25]=3)[CH2:20][CH2:19]2)=O)=[CH:8][CH:7]=1)([O-:5])=[O:4].CO. (4) Given the product [F:25][C:24]([F:27])([F:26])[C:22]([OH:28])=[O:23].[CH2:1]([O:3][CH2:4][CH:5]([NH2:7])[CH3:6])[CH3:2].[C:22]([OH:28])([C:24]([F:27])([F:26])[F:25])=[O:23], predict the reactants needed to synthesize it. The reactants are: [CH2:1]([O:3][CH2:4][CH:5]([N:7](C(OC(C)(C)C)=O)C(OC(C)(C)C)=O)[CH3:6])[CH3:2].[C:22]([OH:28])([C:24]([F:27])([F:26])[F:25])=[O:23]. (5) The reactants are: [NH2:1][C:2]1[CH:21]=[CH:20][C:5]2[N:6]([CH2:18][CH3:19])[C:7](=[O:17])[CH:8]([NH:11][C:12]([CH:14]3[CH2:16][CH2:15]3)=[O:13])[CH2:9][CH2:10][C:4]=2[C:3]=1[O:22][CH3:23].Cl[C:25]1[N:30]=[C:29]([NH:31][C:32]2[CH:37]=[CH:36][CH:35]=[CH:34][C:33]=2[S:38]([N:41]([CH3:43])[CH3:42])(=[O:40])=[O:39])[C:28]([Cl:44])=[CH:27][N:26]=1. Given the product [Cl:44][C:28]1[C:29]([NH:31][C:32]2[CH:37]=[CH:36][CH:35]=[CH:34][C:33]=2[S:38](=[O:40])(=[O:39])[N:41]([CH3:42])[CH3:43])=[N:30][C:25]([NH:1][C:2]2[CH:21]=[CH:20][C:5]3[N:6]([CH2:18][CH3:19])[C:7](=[O:17])[CH:8]([NH:11][C:12]([CH:14]4[CH2:15][CH2:16]4)=[O:13])[CH2:9][CH2:10][C:4]=3[C:3]=2[O:22][CH3:23])=[N:26][CH:27]=1, predict the reactants needed to synthesize it. (6) Given the product [OH:35][CH2:34][CH2:36][NH:37][C:4]([C:6]1[C:7]2[S:15][CH:14]=[C:13]([CH2:16][O:17][C:18]3[CH:23]=[C:22]([O:24][CH2:25][C:26]4[CH:31]=[CH:30][C:29]([Cl:32])=[CH:28][CH:27]=4)[CH:21]=[CH:20][C:19]=3[CH3:33])[C:8]=2[C:9]([NH2:12])=[N:10][CH:11]=1)=[O:5], predict the reactants needed to synthesize it. The reactants are: C(O[C:4]([C:6]1[C:7]2[S:15][CH:14]=[C:13]([CH2:16][O:17][C:18]3[CH:23]=[C:22]([O:24][CH2:25][C:26]4[CH:31]=[CH:30][C:29]([Cl:32])=[CH:28][CH:27]=4)[CH:21]=[CH:20][C:19]=3[CH3:33])[C:8]=2[C:9]([NH2:12])=[N:10][CH:11]=1)=[O:5])C.[CH2:34]([CH2:36][NH2:37])[OH:35].